From a dataset of NCI-60 drug combinations with 297,098 pairs across 59 cell lines. Regression. Given two drug SMILES strings and cell line genomic features, predict the synergy score measuring deviation from expected non-interaction effect. (1) Drug 1: C1CCN(CC1)CCOC2=CC=C(C=C2)C(=O)C3=C(SC4=C3C=CC(=C4)O)C5=CC=C(C=C5)O. Drug 2: CC(C)NC(=O)C1=CC=C(C=C1)CNNC.Cl. Cell line: SNB-75. Synergy scores: CSS=-3.29, Synergy_ZIP=0.756, Synergy_Bliss=-3.04, Synergy_Loewe=-8.66, Synergy_HSA=-5.31. (2) Drug 1: C1CCC(C(C1)N)N.C(=O)(C(=O)[O-])[O-].[Pt+4]. Drug 2: C1C(C(OC1N2C=NC(=NC2=O)N)CO)O. Cell line: OVCAR3. Synergy scores: CSS=13.6, Synergy_ZIP=-1.13, Synergy_Bliss=3.10, Synergy_Loewe=-1.27, Synergy_HSA=0.186. (3) Drug 1: CNC(=O)C1=CC=CC=C1SC2=CC3=C(C=C2)C(=NN3)C=CC4=CC=CC=N4. Drug 2: C1C(C(OC1N2C=NC3=C(N=C(N=C32)Cl)N)CO)O. Cell line: MCF7. Synergy scores: CSS=2.94, Synergy_ZIP=0.781, Synergy_Bliss=4.63, Synergy_Loewe=0.111, Synergy_HSA=2.11. (4) Synergy scores: CSS=44.3, Synergy_ZIP=-5.26, Synergy_Bliss=-6.85, Synergy_Loewe=-6.03, Synergy_HSA=-2.78. Drug 2: C1=NC2=C(N=C(N=C2N1C3C(C(C(O3)CO)O)O)F)N. Cell line: OVCAR-8. Drug 1: C1=C(C(=O)NC(=O)N1)F.